Dataset: Catalyst prediction with 721,799 reactions and 888 catalyst types from USPTO. Task: Predict which catalyst facilitates the given reaction. (1) Reactant: [F:1][C:2]1[CH:7]=[CH:6][C:5]([Mg]Cl)=[CH:4][CH:3]=1.[F:10][C:11]([F:20])([F:19])[C:12](=[O:18])[C:13]([O:15][CH2:16][CH3:17])=[O:14]. Product: [F:10][C:11]([F:19])([F:20])[C@:12]([C:5]1[CH:6]=[CH:7][C:2]([F:1])=[CH:3][CH:4]=1)([OH:18])[C:13]([O:15][CH2:16][CH3:17])=[O:14]. The catalyst class is: 1. (2) Reactant: Br[C:2]1[CH:14]=[CH:13][C:12]2[C:11]3[C:6](=[CH:7][C:8]([Br:15])=[CH:9][CH:10]=3)[C:5]([CH2:20][CH2:21][O:22][CH3:23])([CH2:16][CH2:17][O:18][CH3:19])[C:4]=2[CH:3]=1.[Cu][C:25]#[N:26].CN(C=O)C. Product: [Br:15][C:8]1[CH:7]=[C:6]2[C:11]([C:12]3[CH:13]=[CH:14][C:2]([C:25]#[N:26])=[CH:3][C:4]=3[C:5]2([CH2:16][CH2:17][O:18][CH3:19])[CH2:20][CH2:21][O:22][CH3:23])=[CH:10][CH:9]=1. The catalyst class is: 126. (3) Reactant: Cl[C:2]1[C:7]([CH2:8][CH2:9][C:10]2[CH:15]=[CH:14][CH:13]=[CH:12][CH:11]=2)=[CH:6][N:5]=[C:4]([NH2:16])[N:3]=1.[CH2:17]([NH2:22])[CH2:18][CH2:19][CH2:20][CH3:21]. Product: [NH2:16][C:4]1[N:3]=[C:2]([NH:22][CH2:17][CH2:18][CH2:19][CH2:20][CH3:21])[C:7]([CH2:8][CH2:9][C:10]2[CH:15]=[CH:14][CH:13]=[CH:12][CH:11]=2)=[CH:6][N:5]=1. The catalyst class is: 12. (4) Reactant: IC.[C:3]1([C@@:9]2([CH2:21][NH:22][S:23]([C:26]3[CH:31]=[CH:30][CH:29]=[CH:28][CH:27]=3)(=[O:25])=[O:24])[CH2:11][C@H:10]2[CH2:12][O:13][CH2:14][C:15]2[CH:20]=[CH:19][CH:18]=[CH:17][CH:16]=2)[CH:8]=[CH:7][CH:6]=[CH:5][CH:4]=1.[C:32](=O)([O-])[O-].[K+].[K+]. Product: [CH3:32][N:22]([CH2:21][C@:9]1([C:3]2[CH:8]=[CH:7][CH:6]=[CH:5][CH:4]=2)[CH2:11][C@H:10]1[CH2:12][O:13][CH2:14][C:15]1[CH:16]=[CH:17][CH:18]=[CH:19][CH:20]=1)[S:23]([C:26]1[CH:31]=[CH:30][CH:29]=[CH:28][CH:27]=1)(=[O:25])=[O:24]. The catalyst class is: 31. (5) Reactant: [CH3:1][O:2][C:3](=[O:23])[C:4]1[CH:9]=[CH:8][C:7]([O:10][CH2:11][CH2:12][CH2:13][CH2:14][O:15]CC2C=CC=CC=2)=[CH:6][CH:5]=1. Product: [CH3:1][O:2][C:3](=[O:23])[C:4]1[CH:5]=[CH:6][C:7]([O:10][CH2:11][CH2:12][CH2:13][CH2:14][OH:15])=[CH:8][CH:9]=1. The catalyst class is: 19. (6) Reactant: Cl.O1CCOCC1.[NH2:8][C:9]([C:11]1[CH:16]=[C:15]([Cl:17])[N:14]=[C:13]([N:18]2[CH2:23][CH2:22][CH:21]([NH:24][C:25](=[O:31])OC(C)(C)C)[CH2:20][CH2:19]2)[CH:12]=1)=[O:10].[Br:32][C:33]1[CH:34]=[C:35](C(OC2C(F)=C(F)C(F)=C(F)C=2F)=O)[NH:36][C:37]=1[CH3:38].C(N(CC)C(C)C)(C)C.Cl.NC1CCN(C2C=C(C=C(Cl)N=2)C(N)=O)CC1. Product: [Br:32][C:33]1[CH:34]=[C:35]([C:25]([NH:24][CH:21]2[CH2:20][CH2:19][N:18]([C:13]3[CH:12]=[C:11]([CH:16]=[C:15]([Cl:17])[N:14]=3)[C:9]([NH2:8])=[O:10])[CH2:23][CH2:22]2)=[O:31])[NH:36][C:37]=1[CH3:38]. The catalyst class is: 44.